This data is from Forward reaction prediction with 1.9M reactions from USPTO patents (1976-2016). The task is: Predict the product of the given reaction. (1) Given the reactants C(OC([N:8]1[CH2:12][CH2:11][CH2:10][C@H:9]1[CH2:13][NH:14][C:15]1[CH:20]=[CH:19][C:18]([C:21]2[NH:25][C:24](=[O:26])[O:23][N:22]=2)=[CH:17][C:16]=1[O:27][C:28]1[CH:33]=[CH:32][C:31]([O:34][CH3:35])=[CH:30][CH:29]=1)=O)(C)(C)C.C(O)(C(F)(F)F)=O, predict the reaction product. The product is: [CH3:35][O:34][C:31]1[CH:30]=[CH:29][C:28]([O:27][C:16]2[CH:17]=[C:18]([C:21]3[NH:25][C:24](=[O:26])[O:23][N:22]=3)[CH:19]=[CH:20][C:15]=2[NH:14][CH2:13][C@@H:9]2[CH2:10][CH2:11][CH2:12][NH:8]2)=[CH:33][CH:32]=1. (2) Given the reactants [F:1][CH:2]([F:20])[C:3]1[C:4]2[CH:11]=[CH:10][N:9](COCC[Si](C)(C)C)[C:5]=2[N:6]=[CH:7][N:8]=1.FC(F)(F)C(O)=O.[OH-].[NH4+].C(N)CN, predict the reaction product. The product is: [F:20][CH:2]([F:1])[C:3]1[C:4]2[CH:11]=[CH:10][NH:9][C:5]=2[N:6]=[CH:7][N:8]=1. (3) Given the reactants [N+:1]([C:4]1[CH:9]=[CH:8][C:7]([OH:10])=[CH:6][CH:5]=1)([O-:3])=[O:2].Cl.Cl[CH2:13][C:14]1[N:15]=[CH:16][S:17][CH:18]=1.C(=O)([O-])[O-].[K+].[K+].CN(C)C=O, predict the reaction product. The product is: [N+:1]([C:4]1[CH:9]=[CH:8][C:7]([O:10][CH2:13][C:14]2[N:15]=[CH:16][S:17][CH:18]=2)=[CH:6][CH:5]=1)([O-:3])=[O:2]. (4) Given the reactants C(Cl)(=O)C(Cl)=O.[Cl:7][C:8]1[CH:9]=[C:10]([C:18]([OH:20])=O)[CH:11]=[N:12][C:13]=1[O:14][CH:15]([CH3:17])[CH3:16].[CH2:21]([O:23][C:24](=[O:50])[CH2:25][CH2:26][CH2:27][CH:28]1[C:34]2[CH:35]=[CH:36][CH:37]=[C:38]([C:39]([NH:41]O)=[NH:40])[C:33]=2[O:32][CH2:31][CH2:30][N:29]1[C:43]([O:45][C:46]([CH3:49])([CH3:48])[CH3:47])=[O:44])[CH3:22].C(N(CC)CC)C, predict the reaction product. The product is: [Cl:7][C:8]1[CH:9]=[C:10]([C:18]2[O:20][N:40]=[C:39]([C:38]3[C:33]4[O:32][CH2:31][CH2:30][N:29]([C:43]([O:45][C:46]([CH3:47])([CH3:48])[CH3:49])=[O:44])[CH:28]([CH2:27][CH2:26][CH2:25][C:24]([O:23][CH2:21][CH3:22])=[O:50])[C:34]=4[CH:35]=[CH:36][CH:37]=3)[N:41]=2)[CH:11]=[N:12][C:13]=1[O:14][CH:15]([CH3:16])[CH3:17]. (5) Given the reactants [O:1]1[CH2:6][CH2:5][N:4]([C:7]2[CH:8]=[C:9]([NH:19][C:20]3[N:25]=[C:24]([N:26]([CH3:36])[C:27]4[CH:28]=[C:29]([CH2:34][OH:35])[CH:30]=[CH:31][C:32]=4[CH3:33])[CH:23]=[CH:22][N:21]=3)[CH:10]=[C:11]([N:13]3[CH2:18][CH2:17][O:16][CH2:15][CH2:14]3)[CH:12]=2)[CH2:3][CH2:2]1.[C:37]([OH:44])(=[O:43])/[CH:38]=[CH:39]/[C:40]([OH:42])=[O:41].O1CCN(C2C=C(NC3N=C(N(C)C4C=C(CO)C=CC=4C)C=CN=3)C=C(N3CCOCC3)C=2)CC1.C(#N)C, predict the reaction product. The product is: [C:37]([OH:44])(=[O:43])/[CH:38]=[CH:39]/[C:40]([OH:42])=[O:41].[O:1]1[CH2:2][CH2:3][N:4]([C:7]2[CH:8]=[C:9]([NH:19][C:20]3[N:25]=[C:24]([N:26]([CH3:36])[C:27]4[CH:28]=[C:29]([CH2:34][OH:35])[CH:30]=[CH:31][C:32]=4[CH3:33])[CH:23]=[CH:22][N:21]=3)[CH:10]=[C:11]([N:13]3[CH2:14][CH2:15][O:16][CH2:17][CH2:18]3)[CH:12]=2)[CH2:5][CH2:6]1. (6) Given the reactants [OH:1]O.O.[OH-].[Li+].[N:6]([C@@H:9]([C@H:24]([C:26]1[CH:31]=[C:30]([Br:32])[C:29]([O:33][CH2:34][C:35]2[CH:40]=[CH:39][CH:38]=[CH:37][CH:36]=2)=[CH:28][C:27]=1[F:41])[CH3:25])[C:10](N1[C@H](C2C=CC=CC=2)COC1=O)=[O:11])=[N+:7]=[N-:8], predict the reaction product. The product is: [N:6]([C@@H:9]([C@H:24]([C:26]1[CH:31]=[C:30]([Br:32])[C:29]([O:33][CH2:34][C:35]2[CH:36]=[CH:37][CH:38]=[CH:39][CH:40]=2)=[CH:28][C:27]=1[F:41])[CH3:25])[C:10]([OH:1])=[O:11])=[N+:7]=[N-:8]. (7) The product is: [CH3:14][C:13]1([CH:12]=[CH:11][CH:10]=[CH:30][CH2:29]1)[CH2:39][N:31]1[C:45]2[C:40](=[CH:41][CH:42]=[CH:43][CH:44]=2)[CH:33]([CH3:34])[CH2:32]1. Given the reactants [SnH]([CH2:10][CH2:11][CH2:12][CH3:13])([CH2:10][CH2:11][CH2:12][CH3:13])[CH2:10][CH2:11][CH2:12][CH3:13].[CH3:14]C(N=NC(C#N)(C)C)(C#N)C.CCO[CH2:29][CH3:30].[NH:31]1[C:39]2[C:34](=CC=CC=2)[CH2:33][CH2:32]1.[CH:40]1[CH:45]=[CH:44][CH:43]=[CH:42][CH:41]=1, predict the reaction product. (8) Given the reactants [C:1]([C:5]1[C:6]([OH:16])=[C:7]([C:11]([CH3:15])=[C:12]([F:14])[CH:13]=1)[C:8]([OH:10])=O)([CH3:4])([CH3:3])[CH3:2].[Br:17][C:18]1[CH:24]=[C:23]([S:25]([C:28]([F:31])([F:30])[F:29])(=[O:27])=[O:26])[CH:22]=[CH:21][C:19]=1[NH2:20], predict the reaction product. The product is: [Br:17][C:18]1[CH:24]=[C:23]([S:25]([C:28]([F:29])([F:30])[F:31])(=[O:27])=[O:26])[CH:22]=[CH:21][C:19]=1[NH:20][C:8](=[O:10])[C:7]1[C:11]([CH3:15])=[C:12]([F:14])[CH:13]=[C:5]([C:1]([CH3:2])([CH3:3])[CH3:4])[C:6]=1[OH:16]. (9) Given the reactants [Br:1][C:2]1[CH:14]=[CH:13][CH:12]=[CH:11][C:3]=1[NH:4][C:5]1[CH:10]=[CH:9][CH:8]=[CH:7][CH:6]=1.[CH2:15]1OCCOCCOCCOCCOC1.[H-].[Na+].S(OC)(OC)(=O)=O.[K+].[Br-], predict the reaction product. The product is: [Br:1][C:2]1[CH:14]=[CH:13][CH:12]=[CH:11][C:3]=1[N:4]([CH3:15])[C:5]1[CH:10]=[CH:9][CH:8]=[CH:7][CH:6]=1.